Task: Predict the product of the given reaction.. Dataset: Forward reaction prediction with 1.9M reactions from USPTO patents (1976-2016) (1) Given the reactants [NH:1]1[CH:5]=[CH:4][N:3]=[C:2]1[C:6]([O:8][CH2:9][CH3:10])=[O:7].[CH:11]([C:13]1[CH:18]=[CH:17][C:16](B(O)O)=[CH:15][CH:14]=1)=[O:12].CN(CCN(C)C)C, predict the reaction product. The product is: [CH:11]([C:13]1[CH:18]=[CH:17][C:16]([N:1]2[CH:5]=[CH:4][N:3]=[C:2]2[C:6]([O:8][CH2:9][CH3:10])=[O:7])=[CH:15][CH:14]=1)=[O:12]. (2) Given the reactants C[O:2][C:3]([C:5]1([NH:11][C:12]([O:14][CH2:15][C:16]2[O:17][CH:18]=[CH:19][CH:20]=2)=[O:13])[CH2:10][CH2:9][CH2:8][CH2:7][CH2:6]1)=[O:4].[OH-].[Na+], predict the reaction product. The product is: [O:17]1[CH:18]=[CH:19][CH:20]=[C:16]1[CH2:15][O:14][C:12]([NH:11][C:5]1([C:3]([OH:4])=[O:2])[CH2:10][CH2:9][CH2:8][CH2:7][CH2:6]1)=[O:13]. (3) Given the reactants [CH:1]1([C:4](=[O:13])[CH2:5][C:6](=O)[C:7]([O:9][CH2:10][CH3:11])=[O:8])[CH2:3][CH2:2]1.Cl.[NH2:15]O, predict the reaction product. The product is: [CH:1]1([C:4]2[O:13][N:15]=[C:6]([C:7]([O:9][CH2:10][CH3:11])=[O:8])[CH:5]=2)[CH2:3][CH2:2]1. (4) The product is: [CH3:19][O:20][C:21]1[CH:22]=[C:23]2[C:28](=[CH:29][CH:30]=1)[CH:27]=[C:26]([C:2]1[C:10]3[C:5](=[CH:6][CH:7]=[C:8]([C:11]#[N:12])[CH:9]=3)[NH:4][N:3]=1)[CH:25]=[CH:24]2. Given the reactants Br[C:2]1[C:10]2[C:5](=[CH:6][CH:7]=[C:8]([C:11]#[N:12])[CH:9]=2)[N:4](C2CCCCO2)[N:3]=1.[CH3:19][O:20][C:21]1[CH:22]=[C:23]2[C:28](=[CH:29][CH:30]=1)[CH:27]=[C:26](B(O)O)[CH:25]=[CH:24]2.ClCCl.P([O-])([O-])([O-])=O.[K+].[K+].[K+].Cl, predict the reaction product. (5) Given the reactants [C:1](Cl)(=[O:3])[CH3:2].[CH2:5]([C:7]1[CH:13]=[CH:12][CH:11]=[CH:10][C:8]=1[NH2:9])[CH3:6].CCN(CC)CC.C(Cl)Cl, predict the reaction product. The product is: [CH2:5]([C:7]1[CH:13]=[CH:12][CH:11]=[CH:10][C:8]=1[NH:9][C:1](=[O:3])[CH3:2])[CH3:6]. (6) Given the reactants [F:1][C:2]1[CH:3]=[C:4]([C:8]2[C:9]([N:26]3[CH2:31][CH2:30][N:29]([C:32]([O:34][C:35]([CH3:38])([CH3:37])[CH3:36])=[O:33])[CH2:28][CH2:27]3)=[C:10]3[CH:16]=[CH:15][N:14](S(C4C=CC=CC=4)(=O)=O)[C:11]3=[N:12][CH:13]=2)[CH:5]=[CH:6][CH:7]=1.C1COCC1.CO.[Li+].[OH-], predict the reaction product. The product is: [F:1][C:2]1[CH:3]=[C:4]([C:8]2[C:9]([N:26]3[CH2:27][CH2:28][N:29]([C:32]([O:34][C:35]([CH3:38])([CH3:37])[CH3:36])=[O:33])[CH2:30][CH2:31]3)=[C:10]3[CH:16]=[CH:15][NH:14][C:11]3=[N:12][CH:13]=2)[CH:5]=[CH:6][CH:7]=1.